Task: Predict the reactants needed to synthesize the given product.. Dataset: Full USPTO retrosynthesis dataset with 1.9M reactions from patents (1976-2016) (1) Given the product [CH3:30][N:31]([CH3:35])[CH2:32][CH2:33][NH:34][C:50]([C:49]1[C:45]2[C:44]3[CH:43]=[CH:42][CH:41]=[CH:40][C:39]=3[NH:38][C:37](=[O:36])[C:46]=2[NH:47][CH:48]=1)=[O:51], predict the reactants needed to synthesize it. The reactants are: ON1C2C=CC=CC=2N=N1.Cl.C(N=C=NCCCN(C)C)C.CN1CCOCC1.[CH3:30][N:31]([CH3:35])[CH2:32][CH2:33][NH2:34].[O:36]=[C:37]1[C:46]2[NH:47][CH:48]=[C:49]([C:50](O)=[O:51])[C:45]=2[C:44]2[CH:43]=[CH:42][CH:41]=[CH:40][C:39]=2[NH:38]1.[Cl-].[Na+]. (2) Given the product [F:1][C:2]1[CH:3]=[CH:4][C:5]2[N:6]([CH:8]=[C:9]([CH:11]=[O:12])[N:10]=2)[CH:7]=1, predict the reactants needed to synthesize it. The reactants are: [F:1][C:2]1[CH:3]=[CH:4][C:5]2[N:6]([CH:8]=[C:9]([CH2:11][OH:12])[N:10]=2)[CH:7]=1.